From a dataset of TCR-epitope binding with 47,182 pairs between 192 epitopes and 23,139 TCRs. Binary Classification. Given a T-cell receptor sequence (or CDR3 region) and an epitope sequence, predict whether binding occurs between them. (1) The epitope is ITEEVGHTDLMAAY. The TCR CDR3 sequence is CASRGDSVVEQFF. Result: 0 (the TCR does not bind to the epitope). (2) The epitope is DATYQRTRALVR. The TCR CDR3 sequence is CASRFSPGENTEAFF. Result: 0 (the TCR does not bind to the epitope). (3) The epitope is ILHCANFNV. The TCR CDR3 sequence is CASSFPRGGVDYEQFF. Result: 1 (the TCR binds to the epitope). (4) The epitope is SEPVLKGVKL. The TCR CDR3 sequence is CASSQEGGGGPTDTQYF. Result: 0 (the TCR does not bind to the epitope). (5) The epitope is KPLEFGATSAAL. The TCR CDR3 sequence is CASGRDEQFF. Result: 1 (the TCR binds to the epitope).